Predict the reactants needed to synthesize the given product. From a dataset of Full USPTO retrosynthesis dataset with 1.9M reactions from patents (1976-2016). (1) Given the product [CH:6]1[C:7]2[C:12](=[CH:11][CH:10]=[CH:9][CH:8]=2)[CH:13]=[CH:14][C:5]=1[C:3]([CH2:2][S:15][CH2:16][CH2:17][CH2:18][CH2:19][C:20]([OH:22])=[O:21])=[O:4], predict the reactants needed to synthesize it. The reactants are: Br[CH2:2][C:3]([C:5]1[CH:14]=[CH:13][C:12]2[C:7](=[CH:8][CH:9]=[CH:10][CH:11]=2)[CH:6]=1)=[O:4].[SH:15][CH2:16][CH2:17][CH2:18][CH2:19][C:20]([OH:22])=[O:21].C(=O)([O-])[O-].[K+].[K+]. (2) Given the product [C:1]([O:5][C:6](=[O:7])[NH:8][CH2:9][C:10]1[CH:11]=[C:12]([C:13](=[O:15])[NH:49][CH2:48][CH2:47][N:46]([CH3:50])[CH3:45])[CH:16]=[C:17]([Cl:20])[C:18]=1[F:19])([CH3:2])([CH3:3])[CH3:4], predict the reactants needed to synthesize it. The reactants are: [C:1]([O:5][C:6]([NH:8][CH2:9][C:10]1[CH:11]=[C:12]([CH:16]=[C:17]([Cl:20])[C:18]=1[F:19])[C:13]([OH:15])=O)=[O:7])([CH3:4])([CH3:3])[CH3:2].CN(C(ON1N=NC2C=CC=NC1=2)=[N+](C)C)C.F[P-](F)(F)(F)(F)F.[CH3:45][N:46]([CH3:50])[CH2:47][CH2:48][NH2:49].CCN(C(C)C)C(C)C. (3) Given the product [C:1]([O:5][C:6]([NH:8][CH2:9][CH2:10][C@H:11]1[C:15]2[C:16]3[N:17]([N:20]=[C:21]([CH3:28])[C:22]=3[C:23]([O:25][CH2:26][CH3:27])=[O:24])[CH:18]=[CH:19][C:14]=2[CH2:13][CH2:12]1)=[O:7])([CH3:3])([CH3:2])[CH3:4], predict the reactants needed to synthesize it. The reactants are: [C:1]([O:5][C:6]([NH:8][CH2:9][CH2:10][CH:11]1[C:15]2[C:16]3[N:17]([N:20]=[C:21]([CH3:28])[C:22]=3[C:23]([O:25][CH2:26][CH3:27])=[O:24])[CH:18]=[CH:19][C:14]=2[CH2:13][CH2:12]1)=[O:7])([CH3:4])([CH3:3])[CH3:2].CC(NCCC#N)CC1C=CC=CC=1.Cl.CCCCCC. (4) Given the product [F:45][C:46]1[CH:47]=[CH:48][C:49]([C:52]2[CH:56]=[C:55]([C:57]([N:40]3[CH2:39][C@H:38]([CH2:41][S:42][CH3:43])[NH:37][C:36](=[O:44])[C@@H:35]3[CH2:31][CH:32]([CH3:34])[CH3:33])=[O:58])[O:54][N:53]=2)=[CH:50][CH:51]=1, predict the reactants needed to synthesize it. The reactants are: FC1C=C(C2ON=C(C(N3C[C@H](CC(C)C)NC(=O)[C@@H]3CC(C)C)=O)C=2)C=CC=1F.[CH2:31]([C@@H:35]1[NH:40][CH2:39][C@H:38]([CH2:41][S:42][CH3:43])[NH:37][C:36]1=[O:44])[CH:32]([CH3:34])[CH3:33].[F:45][C:46]1[CH:51]=[CH:50][C:49]([C:52]2[CH:56]=[C:55]([C:57](O)=[O:58])[O:54][N:53]=2)=[CH:48][CH:47]=1. (5) Given the product [CH2:1]([O:11][C:12]1[C:16]([O:17][CH2:18][CH2:19][CH2:20][CH2:21][CH2:22][CH2:23][CH2:24][CH2:25][CH2:26][CH3:27])=[C:15]([C:28]([OH:30])=[O:29])[NH:14][C:13]=1[C:33]([OH:35])=[O:34])[CH2:2][CH2:3][CH2:4][CH2:5][CH2:6][CH2:7][CH2:8][CH2:9][CH3:10], predict the reactants needed to synthesize it. The reactants are: [CH2:1]([O:11][C:12]1[C:16]([O:17][CH2:18][CH2:19][CH2:20][CH2:21][CH2:22][CH2:23][CH2:24][CH2:25][CH2:26][CH3:27])=[C:15]([C:28]([O:30]CC)=[O:29])[NH:14][C:13]=1[C:33]([O:35]CC)=[O:34])[CH2:2][CH2:3][CH2:4][CH2:5][CH2:6][CH2:7][CH2:8][CH2:9][CH3:10].[OH-].[Na+]. (6) Given the product [C:1]([N:4]1[C:13]2[C:8](=[CH:9][C:10]([C:14]3[N:15]=[N:16][N:17]([CH2:19][C:20]([OH:22])=[O:21])[CH:18]=3)=[CH:11][CH:12]=2)[C@H:7]([NH:24][C:25]([O:27][CH:28]([CH3:30])[CH3:29])=[O:26])[CH2:6][C@@H:5]1[CH3:31])(=[O:3])[CH3:2], predict the reactants needed to synthesize it. The reactants are: [C:1]([N:4]1[C:13]2[C:8](=[CH:9][C:10]([C:14]3[N:15]=[N:16][N:17]([CH2:19][C:20]([O:22]C)=[O:21])[CH:18]=3)=[CH:11][CH:12]=2)[C@H:7]([NH:24][C:25]([O:27][CH:28]([CH3:30])[CH3:29])=[O:26])[CH2:6][C@@H:5]1[CH3:31])(=[O:3])[CH3:2].[OH-].[Na+]. (7) Given the product [CH3:1][S:2]([NH:16][C:17]1[CH:18]=[CH:19][C:20]([O:21][CH2:22][CH2:23][O:24][C:25]2[CH:30]=[CH:29][CH:28]=[CH:27][C:26]=2[CH:31]([CH3:35])[C:32]([OH:34])=[O:33])=[CH:36][CH:37]=1)(=[O:4])=[O:3], predict the reactants needed to synthesize it. The reactants are: [CH3:1][S:2](Cl)(=[O:4])=[O:3].CN(C)C=O.O1CCCC1.[NH2:16][C:17]1[CH:37]=[CH:36][C:20]([O:21][CH2:22][CH2:23][O:24][C:25]2[CH:30]=[CH:29][CH:28]=[CH:27][C:26]=2[CH:31]([CH3:35])[C:32]([OH:34])=[O:33])=[CH:19][CH:18]=1. (8) The reactants are: [Cl:1][C:2]1[CH:7]=[CH:6][C:5]([C:8]2[N:13]=[CH:12][C:11]([OH:14])=[CH:10][CH:9]=2)=[CH:4][CH:3]=1.[CH2:15]([O:17][C:18]([C:20]1([CH2:34]I)[CH2:24][CH2:23][N:22]([C:25](=[O:33])[C:26]2[CH:31]=[CH:30][C:29]([Cl:32])=[CH:28][CH:27]=2)[CH2:21]1)=[O:19])[CH3:16]. Given the product [CH2:15]([O:17][C:18]([C:20]1([CH2:34][O:14][C:11]2[CH:12]=[N:13][C:8]([C:5]3[CH:4]=[CH:3][C:2]([Cl:1])=[CH:7][CH:6]=3)=[CH:9][CH:10]=2)[CH2:24][CH2:23][N:22]([C:25](=[O:33])[C:26]2[CH:27]=[CH:28][C:29]([Cl:32])=[CH:30][CH:31]=2)[CH2:21]1)=[O:19])[CH3:16], predict the reactants needed to synthesize it. (9) Given the product [N:1]1[CH:2]=[CH:3][C:4]([C:7]2[N:11]=[C:10]([CH2:12][NH:13][C:26]([C:22]3[S:21][CH:25]=[CH:24][CH:23]=3)=[O:27])[O:9][N:8]=2)=[CH:5][CH:6]=1, predict the reactants needed to synthesize it. The reactants are: [N:1]1[CH:6]=[CH:5][C:4]([C:7]2[N:11]=[C:10]([CH2:12][NH2:13])[O:9][N:8]=2)=[CH:3][CH:2]=1.C(N(CC)CC)C.[S:21]1[CH:25]=[CH:24][CH:23]=[C:22]1[C:26](Cl)=[O:27]. (10) Given the product [CH3:18][S:19]([O:1][CH2:2][C:3]1([CH2:6][C:7]([O:9][CH3:10])=[O:8])[CH2:5][CH2:4]1)(=[O:21])=[O:20], predict the reactants needed to synthesize it. The reactants are: [OH:1][CH2:2][C:3]1([CH2:6][C:7]([O:9][CH3:10])=[O:8])[CH2:5][CH2:4]1.C(N(CC)CC)C.[CH3:18][S:19](Cl)(=[O:21])=[O:20].BrCC1(CC(OC)=O)CC1.